From a dataset of Peptide-MHC class II binding affinity with 134,281 pairs from IEDB. Regression. Given a peptide amino acid sequence and an MHC pseudo amino acid sequence, predict their binding affinity value. This is MHC class II binding data. (1) The peptide sequence is NDAIKASTGGAYESY. The MHC is DRB1_0701 with pseudo-sequence DRB1_0701. The binding affinity (normalized) is 0.290. (2) The peptide sequence is AFKVAATTANAAPAN. The MHC is DRB1_0802 with pseudo-sequence DRB1_0802. The binding affinity (normalized) is 0.749. (3) The binding affinity (normalized) is 0.209. The MHC is DRB1_1101 with pseudo-sequence DRB1_1101. The peptide sequence is GHMLDMYSVMLTNDN. (4) The peptide sequence is AYESYKFIPALEAAV. The MHC is DRB1_0701 with pseudo-sequence DRB1_0701. The binding affinity (normalized) is 0.701. (5) The peptide sequence is STNIRQAGVQYSR. The MHC is DRB1_0701 with pseudo-sequence DRB1_0701. The binding affinity (normalized) is 0. (6) The peptide sequence is YDKFLANVSTVLSGK. The MHC is DRB1_1302 with pseudo-sequence DRB1_1302. The binding affinity (normalized) is 0.822. (7) The peptide sequence is AVPVYEYFNTWTTCQSIAFP. The MHC is H-2-IAk with pseudo-sequence H-2-IAk. The binding affinity (normalized) is 0.0197. (8) The peptide sequence is DVKFPGGGQIVSGVY. The MHC is HLA-DQA10501-DQB10301 with pseudo-sequence HLA-DQA10501-DQB10301. The binding affinity (normalized) is 0.683. (9) The peptide sequence is YLVDGNGRFVFTDITLPNIA. The MHC is DRB1_0101 with pseudo-sequence DRB1_0101. The binding affinity (normalized) is 0.555.